Dataset: Reaction yield outcomes from USPTO patents with 853,638 reactions. Task: Predict the reaction yield, written as a fraction of the theoretical maximum amount of product (1.0 means a 100% yield; for example, 0.34 means a 34% yield). (1) The reactants are [NH2:1][C:2]1[N:7]=[CH:6][C:5]([C:8]2[CH:9]=[C:10]([NH2:19])[C:11]([NH:14][C:15]([CH3:18])([CH3:17])[CH3:16])=[CH:12][CH:13]=2)=[CH:4][N:3]=1.[CH3:20][O:21][C:22]1[CH:23]=[CH:24][C:25]([C:30]2[O:34][N:33]=[C:32]([CH3:35])[N:31]=2)=[C:26]([CH:29]=1)[CH:27]=O.OOS([O-])=O.[K+]. The catalyst is CN(C=O)C.O. The product is [C:15]([N:14]1[C:11]2[CH:12]=[CH:13][C:8]([C:5]3[CH:4]=[N:3][C:2]([NH2:1])=[N:7][CH:6]=3)=[CH:9][C:10]=2[N:19]=[C:27]1[C:26]1[CH:29]=[C:22]([O:21][CH3:20])[CH:23]=[CH:24][C:25]=1[C:30]1[O:34][N:33]=[C:32]([CH3:35])[N:31]=1)([CH3:16])([CH3:18])[CH3:17]. The yield is 0.0900. (2) The reactants are [C:1]([O:5][C:6](=[O:27])[NH:7][CH2:8][CH2:9][C:10]1[CH:15]=[CH:14][C:13]([O:16][C:17]2[CH:22]=[CH:21][CH:20]=[C:19]([C:23]([F:26])([F:25])[F:24])[CH:18]=2)=[CH:12][CH:11]=1)([CH3:4])([CH3:3])[CH3:2].[CH3:28]I. The catalyst is C1COCC1.[H-].[Na+]. The product is [C:1]([O:5][C:6](=[O:27])[N:7]([CH3:28])[CH2:8][CH2:9][C:10]1[CH:15]=[CH:14][C:13]([O:16][C:17]2[CH:22]=[CH:21][CH:20]=[C:19]([C:23]([F:25])([F:26])[F:24])[CH:18]=2)=[CH:12][CH:11]=1)([CH3:4])([CH3:2])[CH3:3]. The yield is 0.780. (3) The reactants are C([O:4][C:5]1[CH:10]=[CH:9][CH:8]=[CH:7][C:6]=1[C:11](=[O:20])[NH:12][C:13]1[CH:18]=[CH:17][CH:16]=[C:15]([F:19])[CH:14]=1)(=O)C. The catalyst is Cl. The product is [F:19][C:15]1[CH:14]=[C:13]([NH:12][C:11](=[O:20])[C:6]2[CH:7]=[CH:8][CH:9]=[CH:10][C:5]=2[OH:4])[CH:18]=[CH:17][CH:16]=1. The yield is 0.940. (4) The reactants are CC1(C)C(C)(C)OB([C:9]2[CH2:10][CH2:11][N:12]([C:15]([O:17][C:18]([CH3:21])([CH3:20])[CH3:19])=[O:16])[CH2:13][CH:14]=2)O1.C([O-])([O-])=O.[K+].[K+].Br[C:30]1[CH:31]=[C:32]([NH:37][C:38](=[O:42])[CH:39]([CH3:41])[CH3:40])[CH:33]=[CH:34][C:35]=1[CH3:36]. The catalyst is CN(C=O)C. The product is [C:38]([NH:37][C:32]1[CH:33]=[CH:34][C:35]([CH3:36])=[C:30]([C:9]2[CH2:10][CH2:11][N:12]([C:15]([O:17][C:18]([CH3:19])([CH3:20])[CH3:21])=[O:16])[CH2:13][CH:14]=2)[CH:31]=1)(=[O:42])[CH:39]([CH3:41])[CH3:40]. The yield is 0.620. (5) The reactants are C([O:3][C:4](=[O:25])[C:5]1[CH:10]=[C:9]([C:11](=[O:17])[N:12]([CH3:16])[CH2:13][CH2:14][CH3:15])[CH:8]=[C:7]([C:18](=[O:24])[N:19]([CH3:23])[CH2:20][CH2:21][CH3:22])[CH:6]=1)C.[OH-].[Li+].C1COCC1. The catalyst is O. The product is [CH3:23][N:19]([CH2:20][CH2:21][CH3:22])[C:18]([C:7]1[CH:6]=[C:5]([CH:10]=[C:9]([C:11](=[O:17])[N:12]([CH3:16])[CH2:13][CH2:14][CH3:15])[CH:8]=1)[C:4]([OH:25])=[O:3])=[O:24]. The yield is 0.820. (6) The reactants are [S:1]1[C:5]2[C:6]3[S:21][CH:20]=[CH:19][C:7]=3[N:8](C(OC(C)(C)C)=O)[S:9](=[O:11])(=[O:10])[C:4]=2[CH:3]=[CH:2]1.FC(F)(F)C(O)=O. The catalyst is C(Cl)Cl. The product is [S:1]1[C:5]2[C:6]3[S:21][CH:20]=[CH:19][C:7]=3[NH:8][S:9](=[O:11])(=[O:10])[C:4]=2[CH:3]=[CH:2]1. The yield is 0.850. (7) The reactants are [N:1]1([C:10]2[S:14][C:13]([C:15]([O:17][CH3:18])=[O:16])=[C:12](OS(C(F)(F)F)(=O)=O)[CH:11]=2)[C:5]2[CH:6]=[CH:7][CH:8]=[CH:9][C:4]=2[N:3]=[CH:2]1.C(=O)([O-])[O-].[Cs+].[Cs+].C1(P(C2C=CC=CC=2)C2C=CC3C(=CC=CC=3)C=2C2C3C(=CC=CC=3)C=CC=2P(C2C=CC=CC=2)C2C=CC=CC=2)C=CC=CC=1.[C:79]([NH2:87])(=[O:86])[C:80]1[CH:85]=[CH:84][CH:83]=[CH:82][CH:81]=1. The catalyst is C1C=CC(/C=C/C(/C=C/C2C=CC=CC=2)=O)=CC=1.C1C=CC(/C=C/C(/C=C/C2C=CC=CC=2)=O)=CC=1.C1C=CC(/C=C/C(/C=C/C2C=CC=CC=2)=O)=CC=1.[Pd].[Pd].C1(C)C=CC=CC=1. The product is [N:1]1([C:10]2[S:14][C:13]([C:15]([O:17][CH3:18])=[O:16])=[C:12]([NH:87][C:79](=[O:86])[C:80]3[CH:85]=[CH:84][CH:83]=[CH:82][CH:81]=3)[CH:11]=2)[C:5]2[CH:6]=[CH:7][CH:8]=[CH:9][C:4]=2[N:3]=[CH:2]1. The yield is 0.870. (8) The reactants are N[CH2:2][CH2:3][C@H:4]1[CH2:9][CH2:8][C@H:7]([NH:10][C:11](=[O:17])[O:12][C:13]([CH3:16])([CH3:15])[CH3:14])[CH2:6][CH2:5]1.[CH2:18]=O.[C:20]([BH3-])#[N:21].[Na+]. The catalyst is CO.C(O)(=O)C.C([O-])(O)=O.[Na+]. The product is [CH3:18][N:21]([CH3:20])[CH2:2][CH2:3][C@H:4]1[CH2:9][CH2:8][C@H:7]([NH:10][C:11](=[O:17])[O:12][C:13]([CH3:16])([CH3:15])[CH3:14])[CH2:6][CH2:5]1. The yield is 0.310.